From a dataset of Reaction yield outcomes from USPTO patents with 853,638 reactions. Predict the reaction yield, written as a fraction of the theoretical maximum amount of product (1.0 means a 100% yield; for example, 0.34 means a 34% yield). (1) The reactants are [S:1]1[CH:5]=[CH:4][CH:3]=[C:2]1[C:6]1[CH:7]=[CH:8][CH:9]=[C:10]2[C:15]=1[N:14]=[CH:13][N:12]=[C:11]2O.P(Cl)(Cl)(Cl)=O.ClC1C2C(=C(C3SC=CC=3)C=CC=2)N=CN=1.[CH3:38][N:39]1[C:43]([C:44]2[CH:45]=[C:46]([CH:48]=[CH:49][CH:50]=2)[NH2:47])=[CH:42][N:41]=[C:40]1[CH3:51].C(=O)([O-])O.[Na+]. The catalyst is CN(C)C=O. The product is [CH3:38][N:39]1[C:43]([C:44]2[CH:45]=[C:46]([NH:47][C:11]3[C:10]4[C:15](=[C:6]([C:2]5[S:1][CH:5]=[CH:4][CH:3]=5)[CH:7]=[CH:8][CH:9]=4)[N:14]=[CH:13][N:12]=3)[CH:48]=[CH:49][CH:50]=2)=[CH:42][N:41]=[C:40]1[CH3:51]. The yield is 0.416. (2) The reactants are [OH:1][C:2]([CH3:35])([CH3:34])[CH2:3][C@@:4]1([C:28]2[CH:33]=[CH:32][CH:31]=[CH:30][CH:29]=2)[O:9][C:8](=[O:10])[N:7]([C@H:11]([C:13]2[CH:18]=[CH:17][C:16](B3OC(C)(C)C(C)(C)O3)=[CH:15][CH:14]=2)[CH3:12])[CH2:6][CH2:5]1.Br[C:37]1[CH:42]=[CH:41][N:40]([CH3:43])[C:39](=[O:44])[CH:38]=1.C([O-])([O-])=O.[Cs+].[Cs+]. The product is [OH:1][C:2]([CH3:34])([CH3:35])[CH2:3][C@@:4]1([C:28]2[CH:33]=[CH:32][CH:31]=[CH:30][CH:29]=2)[O:9][C:8](=[O:10])[N:7]([C@H:11]([C:13]2[CH:14]=[CH:15][C:16]([C:37]3[CH:42]=[CH:41][N:40]([CH3:43])[C:39](=[O:44])[CH:38]=3)=[CH:17][CH:18]=2)[CH3:12])[CH2:6][CH2:5]1. The catalyst is O1CCOCC1.Cl[Pd](Cl)([P](C1C=CC=CC=1)(C1C=CC=CC=1)C1C=CC=CC=1)[P](C1C=CC=CC=1)(C1C=CC=CC=1)C1C=CC=CC=1. The yield is 0.430. (3) The reactants are [O:1]1[C:5]2([CH2:10][CH2:9][C:8](=[O:11])[CH2:7][CH2:6]2)[O:4][CH2:3][CH2:2]1.[BH4-].[Na+]. The catalyst is CO. The product is [O:1]1[C:5]2([CH2:10][CH2:9][CH:8]([OH:11])[CH2:7][CH2:6]2)[O:4][CH2:3][CH2:2]1. The yield is 0.510. (4) The reactants are [F:1][C:2]1[C:10]2[O:9][C:8]([C:11](OCC)=[O:12])=[CH:7][C:6]=2[CH:5]=[CH:4][CH:3]=1.[H-].[Al+3].[Li+].[H-].[H-].[H-].O.O.O.O.O.O.O.O.O.O.S([O-])([O-])(=O)=O.[Na+].[Na+]. The catalyst is O1CCCC1. The product is [F:1][C:2]1[C:10]2[O:9][C:8]([CH2:11][OH:12])=[CH:7][C:6]=2[CH:5]=[CH:4][CH:3]=1. The yield is 0.810. (5) The reactants are C([O:3][C:4]([C:6]1[C:7]2[N:14]=[C:13]([C:15]3[CH:20]=[CH:19][CH:18]=[CH:17][C:16]=3[C:21]([F:24])([F:23])[F:22])[NH:12][C:8]=2[CH:9]=[N:10][CH:11]=1)=[O:5])C.Cl. The catalyst is [OH-].[Na+].C(O)C. The product is [F:24][C:21]([F:22])([F:23])[C:16]1[CH:17]=[CH:18][CH:19]=[CH:20][C:15]=1[C:13]1[NH:12][C:8]2[CH:9]=[N:10][CH:11]=[C:6]([C:4]([OH:5])=[O:3])[C:7]=2[N:14]=1. The yield is 0.850.